From a dataset of Experimentally validated miRNA-target interactions with 360,000+ pairs, plus equal number of negative samples. Binary Classification. Given a miRNA mature sequence and a target amino acid sequence, predict their likelihood of interaction. (1) The miRNA is hsa-miR-4665-3p with sequence CUCGGCCGCGGCGCGUAGCCCCCGCC. The protein sequence of the target gene is MSASNVSLLHETSRQVAAGGSAGLVEICLMHPLDVVKTRFQVQRSVTDPQSYRTVRGSFQMIFRTEGLFGFYKGIIPPILAETPKRAVKFSTFELYKKFLGYMSLSPGLTFLIAGLGSGLTEAVVVNPFEVVKVGLQVNRNLFKEQPSTFAYARQIIKKEGLGFQGLNKGLTATLGRHGIFNMVYFGFYHNVKNIIPSSKDPTLEFLRKFGIGFVSGTMGSVFNIPFDVAKSRIQGPQPVPGEIKYRSCFKTMEMIYREEGILALYKGLVPKVMRLGPGGGVMLLVYEYTYAWLQENW. Result: 0 (no interaction). (2) Result: 0 (no interaction). The protein sequence of the target gene is MWAPPAAIMGDGPTKKVGNQAPLQTQALQTASLRDGPAKRAVWVRHTSSEPQEPTESKAAKERPKQEVTKAVVVDLGTGYCKCGFAGLPRPTHKISTTVGKPYMETAKTGDNRKETFVGQELNNTNVHLKLVNPLRHGIIVDWDTVQDIWEYLFRQEMKIAPEEHAVLVSDPPLSPHTNREKYAEMLFEAFNTPAMHIAYQSRLSMYSYGRTSGLVVEVGHGVSYVVPIYEGYPLPSITGRLDYAGSDLTAYLLGLLNSAGNEFTQDQMGIVEDIKKKCCFVALDPIEEKKVPLSEHTIR.... The miRNA is hsa-miR-4788 with sequence UUACGGACCAGCUAAGGGAGGC. (3) The protein sequence of the target gene is MFNLMKKDKDKDGGRKEKKEKKEKKERMSAAELRSLEEMSLRRGFFNLNRSSKRESKTRLEISNPIPIKVASGSDLHLTDIDSDSNRGSVILDSGHLSTASSSDDLKGEEGSFRGSVLQRAAKFGSLAKQNSQMIVKRFSFSQRSRDESASETSTPSEHSAAPSPQVEVRTLEGQLVQHPGPGIPRPGHRSRAPELVTKKFPVDLRLPPVVPLPPPTLRELELQRRPTGDFGFSLRRTTMLDRGPEGQACRRVVHFAEPGAGTKDLALGLVPGDRLVEINGHNVESKSRDEIVEMIRQSG.... The miRNA is hsa-miR-6771-5p with sequence CUCGGGAGGGCAUGGGCCAGGC. Result: 0 (no interaction). (4) The miRNA is hsa-miR-625-3p with sequence GACUAUAGAACUUUCCCCCUCA. The protein sequence of the target gene is MERRRITSARRSYASETVVRGLGPSRQLGTMPRFSLSRMTPPLPARVDFSLAGALNAGFKETRASERAEMMELNDRFASYIEKVRFLEQQNKALAAELNQLRAKEPTKLADVYQAELRELRLRLDQLTANSARLEVERDNFAQDLGTLRQKLQDETNLRLEAENNLAAYRQEADEATLARVDLERKVESLEEEIQFLRKIYEEEVRELREQLAQQQVHVEMDVAKPDLTAALREIRTQYEAVATSNMQETEEWYRSKFADLTDAASRNAELLRQAKHEANDYRRQLQALTCDLESLRGTN.... Result: 0 (no interaction). (5) The miRNA is hsa-miR-195-3p with sequence CCAAUAUUGGCUGUGCUGCUCC. The protein sequence of the target gene is MDPSALDMAIQHALAGLYPPFEATAPTVLGQVFRLLDSDFRGDGLSFLLDFLIPAKRLCEQVREAACALYTHCLFLHEGWPLCLRDEVVVHLAPLNPLLLRQGDFYLQVESWEEQSVHMTLKCLSSDLREVDKKPIPESSYSLIFTPEWLEAINNDFEGRPLHNCLVASENGITPVPWTKITSPEFVDDRPPIVKVPSSDGDSCPLEDLHLSRPQEPYQAGDLGGKGSVAQIWDKGKGKLSGDKYPGLIKVEPARSGQLAFRTDSEASQSLEGDYVALLGFPQEYRGASPDSEVVTLSVD.... Result: 0 (no interaction). (6) The miRNA is hsa-miR-16-2-3p with sequence CCAAUAUUACUGUGCUGCUUUA. The protein sequence of the target gene is MAAALQVLPRLARAPLHPLLWRGSVARLASSMALAEQARQLFESAVGAVLPGPMLHRALSLDPGGRQLKVRDRNFQLRQNLYLVGFGKAVLGMAAAAEELLGQHLVQGVISVPKGIRAAMERAGKQEMLLKPHSRVQVFEGAEDNLPDRDALRAALAIQQLAEGLTADDLLLVLISGGGSALLPAPIPPVTLEEKQTLTRLLAARGATIQELNTIRKALSQLKGGGLAQAAYPAQVVSLILSDVVGDPVEVIASGPTVASSHNVQDCLHILNRYGLRAALPRSVKTVLSRADSDPHGPHT.... Result: 0 (no interaction). (7) The miRNA is hsa-miR-376a-2-5p with sequence GGUAGAUUUUCCUUCUAUGGU. The protein sequence of the target gene is MSQQLKKRAKTRHQKGLGGRAPSGAKPRQGKSSQDLQAEIEPVSAVWALCDGYVCYEPGPQALGGDDFSDCYIECVIRGEFSQPILEEDSLFESLEYLKKGSEQQLSQKVFEASSLECSLEYMKKGVKKELPQKIVGENSLEYSEYMTGKKLPPGGIPGIDLSDPKQLAEFARKKPPINKEYDSLSAIACPQSGCTRKLRNRAALRKHLLIHGPRDHVCAECGKAFVESSKLKRHFLVHTGEKPFRCTFEGCGKRFSLDFNLRTHVRIHTGEKRFVCPFQGCNRRFIQSNNLKAHILTHA.... Result: 0 (no interaction). (8) The protein sequence of the target gene is MSTRYHQAASDSYLELLKEATKRDLNLSDEDGMTPTLLAAYHGNLEALEIICSRGGDPDRCDIWGNTPLHFAASNGHAHCVSFLVNFGANIFALDNDLQTPLDAAASREQNECVALLDKAATAQNIMNPKKVTRLKEQAQKNARRQIKECERLQEKHQNKMAHTYSKEESGTLSSSKGTFSRSSPSNASAPGTFGSLSKGIKDTFKIKFKKNKDTAEQVGKEGRSGQRNVMEVFREEEEDSFSGDFKEKLQLSAEEDGSVHHESILNRPGLGSIVFRRNRISSPEDISDSKREFGFKLPS.... Result: 1 (interaction). The miRNA is hsa-miR-6504-3p with sequence CAUUACAGCACAGCCAUUCU. (9) The protein sequence of the target gene is MWGPGVTAEGLSVAPAPPPLLPLLLLLALALVAPSRGGGGCAELACGERERCCDATNATAVRCCKLPLHAFLDNVGWFVRKLSGLLILLVLFAIGYFLQRIICPSPRRYPRGQARPGQRPGPPGGAGPLGGAGPPDDDDDSPALLRDEAAAGSQDSLLDSGGGGRGRGGGGRSDPSCASEHEMRVVSPVFLQLPSYEEVKYLPTYEESMRLQQLSPGEVVLPVSVLGRPRGGVAAEPDGGEGRYPLI. Result: 0 (no interaction). The miRNA is mmu-miR-122-5p with sequence UGGAGUGUGACAAUGGUGUUUG. (10) The miRNA is hsa-miR-4789-5p with sequence GUAUACACCUGAUAUGUGUAUG. The protein sequence of the target gene is MKALIVLGLVLLSVTVQGKVFERCELARTLKRLGMDGYRGISLANWMCLAKWESGYNTRATNYNAGDRSTDYGIFQINSRYWCNDGKTPGAVNACHLSCSALLQDNIADAVACAKRVVRDPQGIRAWVAWRNRCQNRDVRQYVQGCGV. Result: 0 (no interaction).